Dataset: Reaction yield outcomes from USPTO patents with 853,638 reactions. Task: Predict the reaction yield, written as a fraction of the theoretical maximum amount of product (1.0 means a 100% yield; for example, 0.34 means a 34% yield). (1) The product is [OH:1][C:2]1([OH:24])[CH2:6][CH2:5][N:4]([C:7]2[CH:16]=[C:11]([C:12]([O:14][CH3:15])=[O:13])[CH:10]=[C:9]([CH:8]=2)[C:17]([O:19][CH3:20])=[O:18])[CH2:3]1. The reactants are [O:1]=[C:2]1[CH2:6][CH2:5][N:4]([C:7]2[CH:8]=[C:9]([C:17]([O:19][CH3:20])=[O:18])[CH:10]=[C:11]([CH:16]=2)[C:12]([O:14][CH3:15])=[O:13])[CH2:3]1.[NH4+].[Cl-].C[OH:24]. The yield is 0.630. No catalyst specified. (2) The reactants are [S:1]1[CH:5]=[CH:4][C:3]([CH2:6][CH2:7][N:8]2[CH2:12][CH2:11][CH2:10][CH2:9]2)=[CH:2]1.C([Li])CCC.[F:18][C:19]1[CH:26]=[CH:25][C:22]([CH:23]=[O:24])=[CH:21][CH:20]=1. The catalyst is C1COCC1.C([O-])(O)=O.[Na+].CCOC(C)=O. The product is [F:18][C:19]1[CH:26]=[CH:25][C:22]([CH:23]([C:2]2[S:1][CH:5]=[CH:4][C:3]=2[CH2:6][CH2:7][N:8]2[CH2:12][CH2:11][CH2:10][CH2:9]2)[OH:24])=[CH:21][CH:20]=1. The yield is 0.210.